Dataset: Full USPTO retrosynthesis dataset with 1.9M reactions from patents (1976-2016). Task: Predict the reactants needed to synthesize the given product. The reactants are: [F:1][C:2]1[CH:7]=[CH:6][C:5]([C:8]2[O:9][C:10]3[CH:20]=[CH:19][C:18]([O:21][CH2:22][C:23]([O:25]C)=[O:24])=[CH:17][C:11]=3[C:12]=2[C:13](=[O:16])[NH:14][CH3:15])=[CH:4][CH:3]=1.C[Si](C)(C)[O-].[K+].O1CCCC1.ClCCl.Cl. Given the product [F:1][C:2]1[CH:3]=[CH:4][C:5]([C:8]2[O:9][C:10]3[CH:20]=[CH:19][C:18]([O:21][CH2:22][C:23]([OH:25])=[O:24])=[CH:17][C:11]=3[C:12]=2[C:13](=[O:16])[NH:14][CH3:15])=[CH:6][CH:7]=1, predict the reactants needed to synthesize it.